Predict the reactants needed to synthesize the given product. From a dataset of Full USPTO retrosynthesis dataset with 1.9M reactions from patents (1976-2016). (1) Given the product [F:1][C:2]1[CH:18]=[CH:17][CH:16]=[CH:15][C:3]=1[CH2:4][C:5]1[C:9]([C:10]([O:12][CH2:13][CH3:14])=[O:11])=[CH:8][N:7]([CH2:4][C:3]2[CH:15]=[CH:16][C:17]([O:22][CH3:19])=[CH:18][CH:2]=2)[N:6]=1, predict the reactants needed to synthesize it. The reactants are: [F:1][C:2]1[CH:18]=[CH:17][CH:16]=[CH:15][C:3]=1[CH2:4][C:5]1[C:9]([C:10]([O:12][CH2:13][CH3:14])=[O:11])=[CH:8][NH:7][N:6]=1.[C:19](=[O:22])([O-])[O-].[K+].[K+]. (2) Given the product [NH2:20][CH2:12][CH:13]1[N:14]([CH3:19])[C:15](=[O:18])[CH2:16][CH2:17]1, predict the reactants needed to synthesize it. The reactants are: CC1C=CC(S(O[CH2:12][CH:13]2[CH2:17][CH2:16][C:15](=[O:18])[N:14]2[CH3:19])(=O)=O)=CC=1.[N-:20]=[N+]=[N-].[Na+].[H-].[Na+].[I-].[Li+].C1(P(C2C=CC=CC=2)C2C=CC=CC=2)C=CC=CC=1.N.C(O)(=O)C(O)=O. (3) The reactants are: C(OC(=O)[NH:7][C@@H:8]([CH2:28][CH:29]([CH3:31])[CH3:30])[CH2:9][O:10][C:11]1[CH:12]=[CH:13][C:14]2[C:27]3[C:22](=[CH:23][N:24]=[CH:25][CH:26]=3)[C:18]3([CH2:21][O:20][CH2:19]3)[O:17][C:15]=2[CH:16]=1)(C)(C)C.[ClH:33].C(OCC)C. Given the product [NH2:7][C@@H:8]([CH2:28][CH:29]([CH3:31])[CH3:30])[CH2:9][O:10][C:11]1[CH:12]=[CH:13][C:14]2[C:27]3[C:22](=[CH:23][N:24]=[CH:25][CH:26]=3)[C:18]([CH2:21][OH:20])([CH2:19][Cl:33])[O:17][C:15]=2[CH:16]=1, predict the reactants needed to synthesize it. (4) Given the product [ClH:17].[Cl:1][C:8]1[CH:9]=[CH:10][C:5]([O:4][CH3:3])=[CH:6][C:7]=1[N:11]1[CH2:16][CH2:15][NH:14][CH2:13][CH2:12]1, predict the reactants needed to synthesize it. The reactants are: [ClH:1].Cl.[CH3:3][O:4][C:5]1[CH:6]=[C:7]([N:11]2[CH2:16][CH2:15][NH:14][CH2:13][CH2:12]2)[CH:8]=[CH:9][CH:10]=1.[Cl:17]N1C(=O)CCC1=O. (5) Given the product [CH:31]1([N:28]2[CH:27]=[C:26]([CH2:25][N:10]([C:7]3[CH:6]=[CH:5][C:4]([CH:1]([CH3:3])[CH3:2])=[CH:9][CH:8]=3)[C:11]([CH:13]3[C:22]4[C:17](=[CH:18][CH:19]=[C:20]([O:23][CH3:24])[CH:21]=4)[CH2:16][CH2:15][CH2:14]3)=[O:12])[CH:30]=[N:29]2)[CH2:35][CH2:34][CH2:33][CH2:32]1, predict the reactants needed to synthesize it. The reactants are: [CH:1]([C:4]1[CH:9]=[CH:8][C:7]([N:10]([CH2:25][C:26]2[CH:27]=[N:28][NH:29][CH:30]=2)[C:11]([CH:13]2[C:22]3[C:17](=[CH:18][CH:19]=[C:20]([O:23][CH3:24])[CH:21]=3)[CH2:16][CH2:15][CH2:14]2)=[O:12])=[CH:6][CH:5]=1)([CH3:3])[CH3:2].[CH:31]1(Br)[CH2:35][CH2:34][CH2:33][CH2:32]1.[H-].[Na+]. (6) Given the product [O:39]1[C:38]2[CH:43]=[CH:44][C:35]([CH2:34][NH:8][CH:9]3[CH2:10][CH2:11][N:12]([CH2:15][CH2:16][N:17]4[C:26]5[C:21](=[CH:22][CH:23]=[C:24]([O:27][CH3:28])[CH:25]=5)[C:20]([C:29]([O:31][CH3:32])=[O:30])=[CH:19][C:18]4=[O:33])[CH2:13][CH2:14]3)=[CH:36][C:37]=2[O:42][CH2:41][CH2:40]1, predict the reactants needed to synthesize it. The reactants are: C(OC([N:8]([CH2:34][C:35]1[CH:44]=[CH:43][C:38]2[O:39][CH2:40][CH2:41][O:42][C:37]=2[CH:36]=1)[CH:9]1[CH2:14][CH2:13][N:12]([CH2:15][CH2:16][N:17]2[C:26]3[C:21](=[CH:22][CH:23]=[C:24]([O:27][CH3:28])[CH:25]=3)[C:20]([C:29]([O:31][CH3:32])=[O:30])=[CH:19][C:18]2=[O:33])[CH2:11][CH2:10]1)=O)(C)(C)C.FC(F)(F)C(O)=O.